Dataset: Full USPTO retrosynthesis dataset with 1.9M reactions from patents (1976-2016). Task: Predict the reactants needed to synthesize the given product. (1) Given the product [C:15]([O:2][C:1]([C:4]1[CH:5]=[C:6]([CH:11]=[CH:12][C:13]=1[OH:14])[C:7]([O:9][CH3:10])=[O:8])=[O:3])([CH3:18])([CH3:17])[CH3:16], predict the reactants needed to synthesize it. The reactants are: [C:1]([C:4]1[CH:5]=[C:6]([CH:11]=[CH:12][C:13]=1[OH:14])[C:7]([O:9][CH3:10])=[O:8])([OH:3])=[O:2].[C:15](OC(O[C:15]([CH3:18])([CH3:17])[CH3:16])N(C)C)([CH3:18])([CH3:17])[CH3:16]. (2) Given the product [CH3:71][O:70][C:67]1[CH:66]=[CH:65][C:64]([C:63]2[N:58]3[N:57]=[C:56]([NH:1][C:2]4[CH:3]=[CH:4][C:5]([N:8]5[CH2:9][CH2:10][N:11]([CH3:14])[CH2:12][CH2:13]5)=[CH:6][CH:7]=4)[N:72]=[C:59]3[CH:60]=[CH:61][CH:62]=2)=[CH:69][CH:68]=1, predict the reactants needed to synthesize it. The reactants are: [NH2:1][C:2]1[CH:7]=[CH:6][C:5]([N:8]2[CH2:13][CH2:12][N:11]([CH3:14])[CH2:10][CH2:9]2)=[CH:4][CH:3]=1.C1(P(C2CCCCC2)C2C=CC=CC=2C2C(C(C)C)=CC(C(C)C)=CC=2C(C)C)CCCCC1.CC(C)([O-])C.[Na+].I[C:56]1[N:72]=[C:59]2[CH:60]=[CH:61][CH:62]=[C:63]([C:64]3[CH:69]=[CH:68][C:67]([O:70][CH3:71])=[CH:66][CH:65]=3)[N:58]2[N:57]=1.N#N.C(O)(=O)C.